The task is: Predict the product of the given reaction.. This data is from Forward reaction prediction with 1.9M reactions from USPTO patents (1976-2016). (1) Given the reactants C(O[C:6]([N:8]1[CH2:13][CH2:12][C:11](=[CH:14][C:15]2[N:19]=[C:18]([C:20]3[CH:25]=[CH:24][CH:23]=[CH:22][CH:21]=3)[O:17][N:16]=2)[CH2:10][CH2:9]1)=O)(C)(C)C.ClC1[C:28]([C:33]#[N:34])=[N:29][CH:30]=[CH:31][N:32]=1, predict the reaction product. The product is: [C:31]([C:30]1[C:6]([N:8]2[CH2:9][CH2:10][C:11](=[CH:14][C:15]3[N:19]=[C:18]([C:20]4[CH:21]=[CH:22][CH:23]=[CH:24][CH:25]=4)[O:17][N:16]=3)[CH2:12][CH2:13]2)=[N:34][CH:33]=[CH:28][N:29]=1)#[N:32]. (2) Given the reactants C([O:3][C:4]([C:6]1[CH:7]=[N:8][N:9]([C:18]2[CH:23]=[CH:22][C:21]([Br:24])=[CH:20][CH:19]=2)[C:10]=1[NH:11][S:12]([CH:15]([CH3:17])[CH3:16])(=[O:14])=[O:13])=[O:5])C.[OH-].[Na+], predict the reaction product. The product is: [Br:24][C:21]1[CH:22]=[CH:23][C:18]([N:9]2[C:10]([NH:11][S:12]([CH:15]([CH3:17])[CH3:16])(=[O:14])=[O:13])=[C:6]([C:4]([OH:5])=[O:3])[CH:7]=[N:8]2)=[CH:19][CH:20]=1. (3) Given the reactants [CH:1]1([C:4]2[CH:5]=[CH:6][CH:7]=[C:8]3[C:13]=2[N:12]=[C:11]([C:14]([OH:16])=O)[CH:10]=[C:9]3[O:17][CH3:18])[CH2:3][CH2:2]1.C([N:21]1[CH:25]=[CH:24][N:23]=[CH:22]1)([N:21]1[CH:25]=[CH:24][N:23]=[CH:22]1)=O.O, predict the reaction product. The product is: [CH:1]1([C:4]2[CH:5]=[CH:6][CH:7]=[C:8]3[C:13]=2[N:12]=[C:11]([C:14]([N:21]2[CH:25]=[CH:24][N:23]=[CH:22]2)=[O:16])[CH:10]=[C:9]3[O:17][CH3:18])[CH2:2][CH2:3]1.